Regression. Given two drug SMILES strings and cell line genomic features, predict the synergy score measuring deviation from expected non-interaction effect. From a dataset of NCI-60 drug combinations with 297,098 pairs across 59 cell lines. Drug 1: COC1=C(C=C2C(=C1)N=CN=C2NC3=CC(=C(C=C3)F)Cl)OCCCN4CCOCC4. Drug 2: CCC1(C2=C(COC1=O)C(=O)N3CC4=CC5=C(C=CC(=C5CN(C)C)O)N=C4C3=C2)O.Cl. Cell line: SK-MEL-28. Synergy scores: CSS=14.2, Synergy_ZIP=-3.32, Synergy_Bliss=3.12, Synergy_Loewe=0.254, Synergy_HSA=2.27.